From a dataset of NCI-60 drug combinations with 297,098 pairs across 59 cell lines. Regression. Given two drug SMILES strings and cell line genomic features, predict the synergy score measuring deviation from expected non-interaction effect. (1) Drug 1: CC12CCC3C(C1CCC2=O)CC(=C)C4=CC(=O)C=CC34C. Drug 2: CC=C1C(=O)NC(C(=O)OC2CC(=O)NC(C(=O)NC(CSSCCC=C2)C(=O)N1)C(C)C)C(C)C. Cell line: TK-10. Synergy scores: CSS=59.8, Synergy_ZIP=4.12, Synergy_Bliss=5.28, Synergy_Loewe=1.24, Synergy_HSA=7.26. (2) Drug 1: C1=CC(=CC=C1C#N)C(C2=CC=C(C=C2)C#N)N3C=NC=N3. Drug 2: CC12CCC3C(C1CCC2OP(=O)(O)O)CCC4=C3C=CC(=C4)OC(=O)N(CCCl)CCCl.[Na+]. Cell line: M14. Synergy scores: CSS=0.838, Synergy_ZIP=-0.243, Synergy_Bliss=0.904, Synergy_Loewe=-1.86, Synergy_HSA=-1.56. (3) Synergy scores: CSS=-5.91, Synergy_ZIP=5.02, Synergy_Bliss=1.84, Synergy_Loewe=-8.72, Synergy_HSA=-8.47. Drug 1: CNC(=O)C1=NC=CC(=C1)OC2=CC=C(C=C2)NC(=O)NC3=CC(=C(C=C3)Cl)C(F)(F)F. Cell line: NCI-H226. Drug 2: C1CN(P(=O)(OC1)NCCCl)CCCl. (4) Drug 1: C1CC(=O)NC(=O)C1N2C(=O)C3=CC=CC=C3C2=O. Drug 2: C1C(C(OC1N2C=NC3=C2NC=NCC3O)CO)O. Cell line: SK-MEL-2. Synergy scores: CSS=-4.38, Synergy_ZIP=-2.42, Synergy_Bliss=-8.69, Synergy_Loewe=-8.70, Synergy_HSA=-10.2. (5) Drug 1: CS(=O)(=O)CCNCC1=CC=C(O1)C2=CC3=C(C=C2)N=CN=C3NC4=CC(=C(C=C4)OCC5=CC(=CC=C5)F)Cl. Drug 2: CC(C)(C#N)C1=CC(=CC(=C1)CN2C=NC=N2)C(C)(C)C#N. Cell line: RPMI-8226. Synergy scores: CSS=0.0995, Synergy_ZIP=2.73, Synergy_Bliss=6.09, Synergy_Loewe=3.08, Synergy_HSA=2.19. (6) Drug 1: CC12CCC3C(C1CCC2O)C(CC4=C3C=CC(=C4)O)CCCCCCCCCS(=O)CCCC(C(F)(F)F)(F)F. Drug 2: N.N.Cl[Pt+2]Cl. Cell line: NCI-H226. Synergy scores: CSS=9.54, Synergy_ZIP=-1.73, Synergy_Bliss=0.507, Synergy_Loewe=-3.41, Synergy_HSA=-1.90.